From a dataset of Catalyst prediction with 721,799 reactions and 888 catalyst types from USPTO. Predict which catalyst facilitates the given reaction. (1) Reactant: CS(C)=O.N#N.C(Cl)(=O)C(Cl)=O.[OH:13][CH:14]1[CH2:19][CH2:18][CH:17]([CH2:20][C@H:21]([NH:35][C:36](=[O:42])[O:37][C:38]([CH3:41])([CH3:40])[CH3:39])[CH2:22][N:23]([CH3:34])[C:24]([O:26][CH2:27][C:28]2[CH:33]=[CH:32][CH:31]=[CH:30][CH:29]=2)=[O:25])[CH2:16][CH2:15]1. Product: [CH3:34][N:23]([CH2:22][C@@H:21]([NH:35][C:36](=[O:42])[O:37][C:38]([CH3:40])([CH3:39])[CH3:41])[CH2:20][CH:17]1[CH2:18][CH2:19][C:14](=[O:13])[CH2:15][CH2:16]1)[C:24]([O:26][CH2:27][C:28]1[CH:33]=[CH:32][CH:31]=[CH:30][CH:29]=1)=[O:25]. The catalyst class is: 2. (2) Reactant: C([Li])CCC.[S:6]1[C:10]([C:11]2[N:12]3[CH2:18][CH2:17][N:16]=[C:13]3[S:14][CH:15]=2)=[CH:9][C:8]2[CH:19]=[CH:20][CH:21]=[CH:22][C:7]1=2.CN(C)[CH:25]=[O:26].[Cl-].[NH4+]. Product: [S:6]1[C:10]([C:11]2[N:12]3[CH2:18][CH2:17][N:16]=[C:13]3[S:14][C:15]=2[CH:25]=[O:26])=[CH:9][C:8]2[CH:19]=[CH:20][CH:21]=[CH:22][C:7]1=2. The catalyst class is: 7. (3) Reactant: [CH:1]1([NH:4][C:5]([C:7]2[CH:12]=[CH:11][C:10](B(O)O)=[CH:9][C:8]=2[CH3:16])=[O:6])[CH2:3][CH2:2]1.[Br:17][C:18]1[CH:19]=[C:20]([NH2:27])[C:21]2[N:25]=[CH:24][NH:23][C:22]=2[CH:26]=1.[N+]1([O-])C=CC=CC=1.N1C=CC=CC=1. Product: [NH2:27][C:20]1[C:21]2[N:25]=[CH:24][N:23]([C:10]3[CH:11]=[CH:12][C:7]([C:5]([NH:4][CH:1]4[CH2:3][CH2:2]4)=[O:6])=[C:8]([CH3:16])[CH:9]=3)[C:22]=2[CH:26]=[C:18]([Br:17])[CH:19]=1. The catalyst class is: 302. (4) Reactant: C(O)(C(F)(F)F)=O.[S:8]1[CH:12]=[CH:11][C:10]([C@H:13]2[C@H:22]3[CH2:23][CH2:24][N:25]([C:26]([O:28]C(C)(C)C)=O)[C@H:21]3[C:20]3[CH:19]=[CH:18][CH:17]=[CH:16][C:15]=3[NH:14]2)=[CH:9]1.[OH-].[Na+].[C:35]([NH:43][C@@H:44]1[CH2:48][CH2:47][CH2:46][C@@H:45]1C(O)=O)(=[O:42])[C:36]1[CH:41]=[CH:40][CH:39]=[CH:38][CH:37]=1.C(N(CC)CC)C.CCOC(OC(OCC)=O)=O. Product: [S:8]1[CH:12]=[CH:11][C:10]([C@H:13]2[C@H:22]3[CH2:23][CH2:24][N:25]([C:26]([C@H:45]4[CH2:46][CH2:47][CH2:48][C@H:44]4[NH:43][C:35](=[O:42])[C:36]4[CH:41]=[CH:40][CH:39]=[CH:38][CH:37]=4)=[O:28])[C@H:21]3[C:16]3[CH:17]=[CH:18][CH:19]=[CH:20][C:15]=3[NH:14]2)=[CH:9]1. The catalyst class is: 6. (5) Reactant: [F:1][C:2]1[CH:10]=[C:9]2[C:5]([C:6]([CH:11]=[C:12]3[C:21]4[N:17]([C:18]([C:22]5[CH:27]=[CH:26][CH:25]=[CH:24][CH:23]=5)=[N:19][N:20]=4)[C:16]4[CH:28]=[CH:29][CH:30]=[CH:31][C:15]=4[N:14]([CH2:32][C:33]([N:35]([CH:44]([CH3:46])[CH3:45])[C:36]4[CH:37]=[N:38][C:39]([O:42][CH3:43])=[CH:40][CH:41]=4)=[O:34])[C:13]3=[O:47])=[CH:7][NH:8]2)=[CH:4][CH:3]=1.C([O-])=O.[NH4+]. Product: [F:1][C:2]1[CH:10]=[C:9]2[C:5]([C:6]([CH2:11][CH:12]3[C:21]4[N:17]([C:18]([C:22]5[CH:23]=[CH:24][CH:25]=[CH:26][CH:27]=5)=[N:19][N:20]=4)[C:16]4[CH:28]=[CH:29][CH:30]=[CH:31][C:15]=4[N:14]([CH2:32][C:33]([N:35]([CH:44]([CH3:45])[CH3:46])[C:36]4[CH:37]=[N:38][C:39]([O:42][CH3:43])=[CH:40][CH:41]=4)=[O:34])[C:13]3=[O:47])=[CH:7][NH:8]2)=[CH:4][CH:3]=1. The catalyst class is: 19. (6) Reactant: [C:1]1(=O)[CH2:6][CH2:5][CH2:4][CH2:3][CH2:2]1.[CH2:8]([NH2:17])[CH2:9][NH:10][CH2:11][CH2:12][NH:13][CH2:14][CH2:15][NH2:16].[H][H]. Product: [CH:1]1([NH:17][CH2:8][CH2:9][NH:10][CH2:11][CH2:12][NH:13][CH2:14][CH2:15][NH2:16])[CH2:6][CH2:5][CH2:4][CH2:3][CH2:2]1. The catalyst class is: 553.